From a dataset of Forward reaction prediction with 1.9M reactions from USPTO patents (1976-2016). Predict the product of the given reaction. (1) The product is: [Cl:21][C:18]1[CH:19]=[CH:20][C:11]([NH:10][C:6]2[CH:5]=[C:4]3[C:9](=[CH:8][CH:7]=2)[N:1]([C:23]2[CH:28]=[CH:27][CH:26]=[CH:25][C:24]=2[F:29])[CH:2]=[CH:3]3)=[C:12]([CH:17]=1)[C:13]([O:15][CH3:16])=[O:14]. Given the reactants [NH:1]1[C:9]2[C:4](=[CH:5][C:6]([NH:10][C:11]3[CH:20]=[CH:19][C:18]([Cl:21])=[CH:17][C:12]=3[C:13]([O:15][CH3:16])=[O:14])=[CH:7][CH:8]=2)[CH:3]=[CH:2]1.Br[C:23]1[CH:28]=[CH:27][CH:26]=[CH:25][C:24]=1[F:29].C1(P(C2CCCCC2)C2C=CC=CC=2C2C(C(C)C)=CC(C(C)C)=CC=2C(C)C)CCCCC1.P([O-])([O-])([O-])=O.[K+].[K+].[K+], predict the reaction product. (2) Given the reactants [NH2:1][C:2]1[S:3][C:4]([CH3:7])=[CH:5][N:6]=1.Br[CH2:9][CH:10]1[CH2:15][CH2:14][CH2:13][CH2:12][O:11]1, predict the reaction product. The product is: [NH4+:1].[OH-:11].[CH3:7][C:4]1[S:3][C:2](=[NH:1])[N:6]([CH2:9][CH:10]2[CH2:15][CH2:14][CH2:13][CH2:12][O:11]2)[CH:5]=1. (3) Given the reactants COC([CH:5]1[CH2:10][C:9]([C:17]#[N:18])([C:11]2[CH:16]=[CH:15][CH:14]=[CH:13][CH:12]=2)[CH2:8][CH2:7][C:6]1=[O:19])=O, predict the reaction product. The product is: [C:17]([C:9]1([C:11]2[CH:12]=[CH:13][CH:14]=[CH:15][CH:16]=2)[CH2:8][CH2:7][C:6](=[O:19])[CH2:5][CH2:10]1)#[N:18].